This data is from Full USPTO retrosynthesis dataset with 1.9M reactions from patents (1976-2016). The task is: Predict the reactants needed to synthesize the given product. (1) Given the product [F:23][C:24]([F:37])([F:36])[S:25]([O:1][C:2]1[CH:7]=[CH:6][CH:5]=[C:4]([CH2:8][CH2:9][CH2:10][CH2:11][N:12]2[C:20](=[O:21])[C:19]3[C:14](=[CH:15][CH:16]=[CH:17][CH:18]=3)[C:13]2=[O:22])[CH:3]=1)(=[O:27])=[O:26], predict the reactants needed to synthesize it. The reactants are: [OH:1][C:2]1[CH:3]=[C:4]([CH2:8][CH2:9][CH2:10][CH2:11][N:12]2[C:20](=[O:21])[C:19]3[C:14](=[CH:15][CH:16]=[CH:17][CH:18]=3)[C:13]2=[O:22])[CH:5]=[CH:6][CH:7]=1.[F:23][C:24]([F:37])([F:36])[S:25](O[S:25]([C:24]([F:37])([F:36])[F:23])(=[O:27])=[O:26])(=[O:27])=[O:26].O.C(OCC)C. (2) Given the product [ClH:47].[ClH:47].[CH3:46][O:45][C:41]1[CH:40]=[C:39]([CH2:38][CH2:37][N:27]2[CH2:26][CH2:25][N:24]([C:19]3[C:20]([CH3:23])=[C:21]([CH3:22])[C:10]4[O:9][C:8]([CH3:31])([CH3:7])[CH:12]([N:13]5[CH2:14][CH2:15][CH2:16][CH2:17]5)[C:11]=4[C:18]=3[CH3:30])[CH2:29][CH2:28]2)[CH:44]=[CH:43][CH:42]=1, predict the reactants needed to synthesize it. The reactants are: C(=O)([O-])[O-].[K+].[K+].[CH3:7][C:8]1([CH3:31])[CH:12]([N:13]2[CH2:17][CH2:16][CH2:15][CH2:14]2)[C:11]2[C:18]([CH3:30])=[C:19]([N:24]3[CH2:29][CH2:28][NH:27][CH2:26][CH2:25]3)[C:20]([CH3:23])=[C:21]([CH3:22])[C:10]=2[O:9]1.CS(O[CH2:37][CH2:38][C:39]1[CH:44]=[CH:43][CH:42]=[C:41]([O:45][CH3:46])[CH:40]=1)(=O)=O.[ClH:47]. (3) The reactants are: [F:1][CH:2]([F:24])[C:3]1[N:8]2[N:9]=[CH:10][C:11]([C:12]#[CH:13])=[C:7]2[N:6]=[C:5]([C:14]2[CH:19]=[CH:18][C:17]([C:20]([F:23])([F:22])[F:21])=[CH:16][CH:15]=2)[CH:4]=1.Br[C:26]1[C:27]([F:40])=[CH:28][C:29]([F:39])=[C:30]([S:32]([NH:35][CH2:36][CH2:37][OH:38])(=[O:34])=[O:33])[CH:31]=1. Given the product [F:24][CH:2]([F:1])[C:3]1[N:8]2[N:9]=[CH:10][C:11]([C:12]#[C:13][C:26]3[C:27]([F:40])=[CH:28][C:29]([F:39])=[C:30]([S:32]([NH:35][CH2:36][CH2:37][OH:38])(=[O:34])=[O:33])[CH:31]=3)=[C:7]2[N:6]=[C:5]([C:14]2[CH:19]=[CH:18][C:17]([C:20]([F:23])([F:22])[F:21])=[CH:16][CH:15]=2)[CH:4]=1, predict the reactants needed to synthesize it. (4) Given the product [CH2:1]([O:3][C:4]([CH:6]1[CH2:11][CH2:10][N:9]([C:25]([O:24][C:20]([CH3:23])([CH3:22])[CH3:21])=[O:26])[CH2:8][CH:7]1[C:12]1[CH:17]=[CH:16][C:15]([F:18])=[C:14]([F:19])[CH:13]=1)=[O:5])[CH3:2], predict the reactants needed to synthesize it. The reactants are: [CH2:1]([O:3][C:4]([CH:6]1[CH2:11][CH2:10][NH:9][CH2:8][CH:7]1[C:12]1[CH:17]=[CH:16][C:15]([F:18])=[C:14]([F:19])[CH:13]=1)=[O:5])[CH3:2].[C:20]([O:24][C:25](O[C:25]([O:24][C:20]([CH3:23])([CH3:22])[CH3:21])=[O:26])=[O:26])([CH3:23])([CH3:22])[CH3:21]. (5) The reactants are: [O:1]=[C:2]1[N:6]([C:7]2[CH:14]=[CH:13][C:10]([C:11]#[N:12])=[C:9]([C:15]([F:18])([F:17])[F:16])[CH:8]=2)[C@H:5]2[CH2:19][CH2:20][CH2:21][CH2:22][C@@H:4]2[NH:3]1.[F:23][C:24]1[CH:29]=[C:28](I)[CH:27]=[CH:26][C:25]=1[CH2:31][OH:32]. Given the product [F:23][C:24]1[CH:29]=[C:28]([N:3]2[C@H:4]3[CH2:22][CH2:21][CH2:20][CH2:19][C@@H:5]3[N:6]([C:7]3[CH:14]=[CH:13][C:10]([C:11]#[N:12])=[C:9]([C:15]([F:18])([F:16])[F:17])[CH:8]=3)[C:2]2=[O:1])[CH:27]=[CH:26][C:25]=1[CH2:31][OH:32], predict the reactants needed to synthesize it. (6) Given the product [Br:1][C:2]1[CH:21]=[CH:20][C:19]([F:22])=[CH:18][C:3]=1[O:4][C:5]1[CH:6]=[CH:7][C:8]([C:11]2[CH:15]=[C:14]([C:16]3[NH:27][N:26]=[N:25][N:17]=3)[O:13][N:12]=2)=[CH:9][CH:10]=1, predict the reactants needed to synthesize it. The reactants are: [Br:1][C:2]1[CH:21]=[CH:20][C:19]([F:22])=[CH:18][C:3]=1[O:4][C:5]1[CH:10]=[CH:9][C:8]([C:11]2[CH:15]=[C:14]([C:16]#[N:17])[O:13][N:12]=2)=[CH:7][CH:6]=1.[Cl-].[NH4+].[N-:25]=[N+:26]=[N-:27].[Na+].Cl.